From a dataset of Microsomal clearance measurements from AstraZeneca. Regression/Classification. Given a drug SMILES string, predict its absorption, distribution, metabolism, or excretion properties. Task type varies by dataset: regression for continuous measurements (e.g., permeability, clearance, half-life) or binary classification for categorical outcomes (e.g., BBB penetration, CYP inhibition). For this dataset (clearance_microsome_az), we predict log10(clearance) (log10 of the in vitro intrinsic clearance, CLint, in uL/min per mg of human liver microsomal protein, equivalently mL/min/g; values are censored to the assay range of 3 to 150, which is 0.477 to 2.18 on this log10 scale). (1) The compound is CCCCN(CCNC[C@H](O)c1ccc(O)c2[nH]c(=O)sc12)C(=O)CCOCCc1ccccc1. The log10(clearance) is 2.18. (2) The drug is C[C@@H]1CN(Cc2cc(Cl)ccc2OCC(=O)O)CCN1S(=O)(=O)c1ccccc1. The log10(clearance) is 0.900. (3) The molecule is CN1CCN(C2=Nc3cc(Cl)ccc3Nc3ccccc32)CC1. The log10(clearance) is 1.18. (4) The molecule is O=C(Nc1ccc([N+](=O)[O-])cc1O)Nc1ccccc1Br. The log10(clearance) is 0.480.